This data is from Forward reaction prediction with 1.9M reactions from USPTO patents (1976-2016). The task is: Predict the product of the given reaction. Given the reactants [CH:1]1([NH2:7])[CH2:6][CH2:5][CH2:4][CH2:3][CH2:2]1.C([O:10][C:11]([C:13]1[C:14](=[O:34])[N:15]([CH2:25][C:26]2[CH:31]=[CH:30][C:29]([O:32][CH3:33])=[CH:28][CH:27]=2)[C:16]2[C:21]([C:22]=1[OH:23])=[CH:20][C:19]([F:24])=[CH:18][N:17]=2)=O)C, predict the reaction product. The product is: [CH:1]1([NH:7][C:11]([C:13]2[C:14](=[O:34])[N:15]([CH2:25][C:26]3[CH:31]=[CH:30][C:29]([O:32][CH3:33])=[CH:28][CH:27]=3)[C:16]3[C:21]([C:22]=2[OH:23])=[CH:20][C:19]([F:24])=[CH:18][N:17]=3)=[O:10])[CH2:6][CH2:5][CH2:4][CH2:3][CH2:2]1.